This data is from Full USPTO retrosynthesis dataset with 1.9M reactions from patents (1976-2016). The task is: Predict the reactants needed to synthesize the given product. The reactants are: [CH3:1][O:2][C:3]1[CH:4]=[C:5]2[C:10](=[CH:11][C:12]=1[O:13][CH3:14])[N:9]=[CH:8][CH:7]=[C:6]2[O:15][C:16]1[CH:22]=[CH:21][C:19]([NH2:20])=[C:18]([CH3:23])[C:17]=1[CH3:24].Cl[C:26](Cl)([O:28][C:29](=[O:35])OC(Cl)(Cl)Cl)Cl.[C:37]([C:41]1C=[CH:45][CH:44]=[CH:43][C:42]=1O)([CH3:40])([CH3:39])[CH3:38].C(=O)(O)[O-].[Na+]. Given the product [CH3:1][O:2][C:3]1[CH:4]=[C:5]2[C:10](=[CH:11][C:12]=1[O:13][CH3:14])[N:9]=[CH:8][CH:7]=[C:6]2[O:15][C:16]1[CH:22]=[CH:21][C:19]([NH:20][C:29](=[O:35])[O:28][C:26]2[CH:45]=[CH:44][CH:43]=[CH:42][C:41]=2[C:37]([CH3:40])([CH3:39])[CH3:38])=[C:18]([CH3:23])[C:17]=1[CH3:24], predict the reactants needed to synthesize it.